The task is: Predict which catalyst facilitates the given reaction.. This data is from Catalyst prediction with 721,799 reactions and 888 catalyst types from USPTO. Reactant: [NH2:1][C:2]1[CH:7]=[C:6]([NH:8][CH:9]2[CH2:11][CH2:10]2)[N:5]2[N:12]=[CH:13][C:14]([CH:15]=[O:16])=[C:4]2[N:3]=1.[CH:17]1([C:20](Cl)=[O:21])[CH2:19][CH2:18]1.CCN(C(C)C)C(C)C. Product: [CH:9]1([NH:8][C:6]2[N:5]3[N:12]=[CH:13][C:14]([CH:15]=[O:16])=[C:4]3[N:3]=[C:2]([NH:1][C:20]([CH:17]3[CH2:19][CH2:18]3)=[O:21])[CH:7]=2)[CH2:11][CH2:10]1. The catalyst class is: 7.